From a dataset of Reaction yield outcomes from USPTO patents with 853,638 reactions. Predict the reaction yield, written as a fraction of the theoretical maximum amount of product (1.0 means a 100% yield; for example, 0.34 means a 34% yield). (1) The reactants are C[C:2]1(C)[O:7][C:6](=[O:8])[CH2:5][C:4](=[O:9])O1.CO.C1C=CC2N(O)N=NC=2C=1.CCN=C=NCCCN(C)C.Cl.C(N(CC)C(C)C)(C)C.O[N:45]=[C:46]([NH2:53])[C:47]1[CH:52]=[CH:51][CH:50]=[CH:49][CH:48]=1. The catalyst is CC#N.CCOC(C)=O. The product is [C:47]1([C:46]2[N:53]=[C:4]([CH2:5][C:6]([O:7][CH3:2])=[O:8])[O:9][N:45]=2)[CH:52]=[CH:51][CH:50]=[CH:49][CH:48]=1. The yield is 0.380. (2) The reactants are [C:1]([O:5][C:6]([N:8]1[C:16]2[C:11](=[CH:12][C:13]([CH:17]=[CH2:18])=[CH:14][CH:15]=2)[CH2:10][CH2:9]1)=[O:7])([CH3:4])([CH3:3])[CH3:2].Br[CH:20]([C:25]1[CH:26]=[C:27]([Cl:33])[C:28]([F:32])=[C:29]([Cl:31])[CH:30]=1)[C:21]([F:24])([F:23])[F:22].N1C=CC=CC=1C1C=CC=CN=1. The catalyst is ClC1C=CC=CC=1Cl.Cl[Cu]. The product is [Cl:31][C:29]1[CH:30]=[C:25]([CH:20]([C:21]([F:24])([F:23])[F:22])/[CH:18]=[CH:17]/[C:13]2[CH:12]=[C:11]3[C:16](=[CH:15][CH:14]=2)[N:8]([C:6]([O:5][C:1]([CH3:4])([CH3:3])[CH3:2])=[O:7])[CH2:9][CH2:10]3)[CH:26]=[C:27]([Cl:33])[C:28]=1[F:32]. The yield is 0.610. (3) The reactants are [F:1][C:2]1[CH:7]=[C:6]([O:8][CH3:9])[CH:5]=[CH:4][C:3]=1[C:10]1[CH:15]=[CH:14][N:13]=[C:12]([O:16]C)[CH:11]=1.[OH-].[Na+]. The catalyst is Cl. The product is [F:1][C:2]1[CH:7]=[C:6]([O:8][CH3:9])[CH:5]=[CH:4][C:3]=1[C:10]1[CH:15]=[CH:14][NH:13][C:12](=[O:16])[CH:11]=1. The yield is 0.870. (4) The reactants are [NH2:1][C@@H:2]([CH3:21])[CH2:3][O:4][C:5]1[CH:20]=[CH:19][C:8]([C:9]([O:11][CH2:12][C:13]2[CH:18]=[CH:17][CH:16]=[CH:15][CH:14]=2)=[O:10])=[CH:7][CH:6]=1.[N+:22]([C:25]1[CH:32]=[CH:31][CH:30]=[CH:29][C:26]=1[CH:27]=O)([O-:24])=[O:23].[BH3-]C#N.[Na+]. The catalyst is CO.CC(O)=O. The product is [N+:22]([C:25]1[CH:32]=[CH:31][CH:30]=[CH:29][C:26]=1[CH2:27][NH:1][C@@H:2]([CH3:21])[CH2:3][O:4][C:5]1[CH:20]=[CH:19][C:8]([C:9]([O:11][CH2:12][C:13]2[CH:14]=[CH:15][CH:16]=[CH:17][CH:18]=2)=[O:10])=[CH:7][CH:6]=1)([O-:24])=[O:23]. The yield is 0.420. (5) The catalyst is C(OCC)(=O)C. The product is [CH2:1]([C:3]1[S:28][C:6]2[N:7]([CH2:13][C:14]3[CH:19]=[CH:18][C:17]([C:20]4[C:21]([C:26]#[N:27])=[CH:22][CH:23]=[CH:24][CH:25]=4)=[CH:16][CH:15]=3)[C:8](=[O:12])[N:9]([CH2:39][C:36]([C:33]3[CH:34]=[CH:35][C:30]([F:29])=[CH:31][CH:32]=3)([OH:37])[CH3:38])[C:10](=[O:11])[C:5]=2[CH:4]=1)[CH3:2]. The reactants are [CH2:1]([C:3]1[S:28][C:6]2[N:7]([CH2:13][C:14]3[CH:19]=[CH:18][C:17]([C:20]4[C:21]([C:26]#[N:27])=[CH:22][CH:23]=[CH:24][CH:25]=4)=[CH:16][CH:15]=3)[C:8](=[O:12])[NH:9][C:10](=[O:11])[C:5]=2[CH:4]=1)[CH3:2].[F:29][C:30]1[CH:35]=[CH:34][C:33]([C:36]2([CH3:39])[CH2:38][O:37]2)=[CH:32][CH:31]=1.C(=O)([O-])[O-].[K+].[K+].CN(C=O)C. The yield is 0.660. (6) The reactants are [C:1]1([C:7]2[O:11][N:10]=[C:9]([C:12]([O:14]CC)=[O:13])[C:8]=2[C:17]([F:20])([F:19])[F:18])[CH:6]=[CH:5][CH:4]=[CH:3][CH:2]=1.O.[OH-].[Li+]. The catalyst is CO.O. The product is [C:1]1([C:7]2[O:11][N:10]=[C:9]([C:12]([OH:14])=[O:13])[C:8]=2[C:17]([F:19])([F:20])[F:18])[CH:2]=[CH:3][CH:4]=[CH:5][CH:6]=1. The yield is 0.960. (7) The reactants are [OH:1][C:2]1[C:11]2[C:6](=[C:7]([CH3:14])[C:8]([O:12][CH3:13])=[CH:9][CH:10]=2)[N:5]=[CH:4][C:3]=1C(OCC)=O.Cl. The catalyst is [OH-].[Na+]. The product is [OH:1][C:2]1[C:11]2[C:6](=[C:7]([CH3:14])[C:8]([O:12][CH3:13])=[CH:9][CH:10]=2)[N:5]=[CH:4][CH:3]=1. The yield is 0.960.